Dataset: Forward reaction prediction with 1.9M reactions from USPTO patents (1976-2016). Task: Predict the product of the given reaction. (1) Given the reactants Br[C:2]1[CH:3]=[CH:4][C:5]([C:8]([NH:10][CH2:11][CH2:12][C:13]([O:15][CH2:16][CH3:17])=[O:14])=[O:9])=[N:6][CH:7]=1.[CH:18]([C:20]1[CH:25]=[C:24]([O:26][CH3:27])[CH:23]=[CH:22][C:21]=1B(O)O)=[O:19].C([O-])([O-])=O.[K+].[K+].O, predict the reaction product. The product is: [CH:18]([C:20]1[CH:25]=[C:24]([O:26][CH3:27])[CH:23]=[CH:22][C:21]=1[C:2]1[CH:3]=[CH:4][C:5]([C:8]([NH:10][CH2:11][CH2:12][C:13]([O:15][CH2:16][CH3:17])=[O:14])=[O:9])=[N:6][CH:7]=1)=[O:19]. (2) Given the reactants C(O[C@H](C)[C@H](NC(OC[CH:19]1[C:31]2C=CC=C[C:26]=2C2C1=CC=CC=2)=O)C(O)=O)C1C=CC=CC=1.[NH2:33][C@H:34]([C:58]1[CH:63]=[CH:62][C:61]([O:64][CH2:65][C@H](O)CO)=[CH:60][CH:59]=1)[C:35]([NH:37][C@@H:38]([C@H:50]([C:52]1C=CC=CC=1)[CH3:51])[C:39]([NH:41][C:42]1[CH:47]=[CH:46][C:45]([I:48])=[CH:44][C:43]=1[Cl:49])=[O:40])=[O:36].[C:70]([O:74]C(N[C@H](C1C=CC(OC[C@H]2COC(C)(C)O2)=CC=1)C(O)=O)=O)(C)(C)C, predict the reaction product. The product is: [Cl:49][C:43]1[CH:44]=[C:45]([I:48])[CH:46]=[CH:47][C:42]=1[NH:41][C:39](=[O:40])[C@@H:38]([N:37]1[C:35](=[O:36])[C@@H:34]([C:58]2[CH:59]=[CH:60][C:61]([O:64][CH2:65][CH:19]3[CH2:26][CH2:31]3)=[CH:62][CH:63]=2)[NH:33][C:70]1=[O:74])[CH:50]([CH3:52])[CH3:51]. (3) Given the reactants [F:1][C:2]([F:27])([F:26])[S:3]([O:6][C:7]1[C:8]([C:19]2[CH:24]=[CH:23][C:22]([Cl:25])=[CH:21][CH:20]=2)=[C:9]2[C:14](=[CH:15][C:16]=1Cl)[N:13]=[C:12](C)[CH:11]=[CH:10]2)(=[O:5])=[O:4].Cl[C:29]1C=CC(C2C(O)=C(C)C=C3C=2C=CC=N3)=CC=1, predict the reaction product. The product is: [F:27][C:2]([F:1])([F:26])[S:3]([O:6][C:7]1[C:8]([C:19]2[CH:20]=[CH:21][C:22]([Cl:25])=[CH:23][CH:24]=2)=[C:9]2[C:14](=[CH:15][C:16]=1[CH3:29])[N:13]=[CH:12][CH:11]=[CH:10]2)(=[O:4])=[O:5]. (4) Given the reactants Cl[C:2]1[N:3]=[C:4]([OH:12])[C:5]2[CH:11]=[CH:10][N:9]=[CH:8][C:6]=2[N:7]=1.[CH3:13][CH2:14][O-:15].[Na+], predict the reaction product. The product is: [CH2:14]([O:15][C:2]1[N:3]=[C:4]([OH:12])[C:5]2[CH:11]=[CH:10][N:9]=[CH:8][C:6]=2[N:7]=1)[CH3:13]. (5) Given the reactants [CH3:1][O:2][C:3](=[O:15])[C:4](=O)[CH2:5][C:6]([C:8]1[CH:12]=[CH:11][N:10]([CH3:13])[CH:9]=1)=O.[NH:16]([C:18]1[CH:19]=[CH:20][C:21]([CH3:24])=[N:22][CH:23]=1)[NH2:17].C(O)(=O)C, predict the reaction product. The product is: [CH3:1][O:2][C:3]([C:4]1[CH:5]=[C:6]([C:8]2[CH:12]=[CH:11][N:10]([CH3:13])[CH:9]=2)[N:16]([C:18]2[CH:23]=[N:22][C:21]([CH3:24])=[CH:20][CH:19]=2)[N:17]=1)=[O:15]. (6) Given the reactants [Cl:1][C:2]1[CH:7]=[C:6]([CH2:8][OH:9])[CH:5]=[C:4](Cl)[N:3]=1.[OH-:11].[Na+].[CH3:13]O, predict the reaction product. The product is: [Cl:1][C:2]1[CH:7]=[C:6]([CH2:8][OH:9])[CH:5]=[C:4]([O:11][CH3:13])[N:3]=1. (7) Given the reactants [NH:1]1[CH:5]=[N:4][CH:3]=[N:2]1.C(=O)([O-])[O-].[K+].[K+].Cl[CH2:13][C:14]1[S:18][C:17]([C:19]2[CH:24]=[CH:23][C:22]([N:25]3[CH2:29][CH:28]([CH2:30][NH:31][C:32](=[O:34])[CH3:33])[O:27][C:26]3=[O:35])=[CH:21][C:20]=2[F:36])=[N:16][N:15]=1, predict the reaction product. The product is: [F:36][C:20]1[CH:21]=[C:22]([N:25]2[CH2:29][C@H:28]([CH2:30][NH:31][C:32](=[O:34])[CH3:33])[O:27][C:26]2=[O:35])[CH:23]=[CH:24][C:19]=1[C:17]1[S:18][C:14]([CH2:13][N:1]2[CH:5]=[N:4][CH:3]=[N:2]2)=[N:15][N:16]=1. (8) Given the reactants [Cl:1][C:2]1[CH:7]=[CH:6][C:5]([Cl:8])=[CH:4][C:3]=1I.[CH2:10]([OH:15])[CH2:11][CH2:12][C:13]#[CH:14], predict the reaction product. The product is: [Cl:1][C:2]1[CH:7]=[CH:6][C:5]([Cl:8])=[CH:4][C:3]=1[C:14]#[C:13][CH2:12][CH2:11][CH2:10][OH:15]. (9) Given the reactants [CH2:1]([N:3]1[CH2:8][C:7]([CH3:10])([CH3:9])[O:6][C:5](=[O:11])[CH:4]1[CH2:12][C:13]([OH:15])=O)[CH3:2].[CH:16]([N:19](C(C)C)[CH2:20][CH3:21])(C)[CH3:17].CN(C(ON1N=NC2C=CC=NC1=2)=[N+](C)C)C.F[P-](F)(F)(F)(F)F.C(NCC)C, predict the reaction product. The product is: [CH2:16]([N:19]([CH2:20][CH3:21])[C:13](=[O:15])[CH2:12][CH:4]1[C:5](=[O:11])[O:6][C:7]([CH3:9])([CH3:10])[CH2:8][N:3]1[CH2:1][CH3:2])[CH3:17]. (10) Given the reactants [C:1]1([N:7]([C:34]2[CH:39]=[CH:38][CH:37]=[CH:36][CH:35]=2)[C:8]2[CH:13]=[CH:12][C:11]([CH:14]=[CH:15][C:16]3[CH:21]=[CH:20][C:19]([CH:22]=[CH:23][C:24]4[CH:29]=[CH:28][C:27]([NH:30]C(=O)C)=[CH:26][CH:25]=4)=[CH:18][CH:17]=3)=[CH:10][CH:9]=2)[CH:6]=[CH:5][CH:4]=[CH:3][CH:2]=1.[OH-].[K+], predict the reaction product. The product is: [C:1]1([N:7]([C:34]2[CH:39]=[CH:38][CH:37]=[CH:36][CH:35]=2)[C:8]2[CH:9]=[CH:10][C:11]([CH:14]=[CH:15][C:16]3[CH:21]=[CH:20][C:19]([CH:22]=[CH:23][C:24]4[CH:25]=[CH:26][C:27]([NH2:30])=[CH:28][CH:29]=4)=[CH:18][CH:17]=3)=[CH:12][CH:13]=2)[CH:6]=[CH:5][CH:4]=[CH:3][CH:2]=1.